The task is: Predict the product of the given reaction.. This data is from Forward reaction prediction with 1.9M reactions from USPTO patents (1976-2016). Given the reactants C([O:3][C:4]([C:6]1[O:7][C:8]2[CH:15]=[CH:14][CH:13]=[C:12]([O:16][CH2:17][CH3:18])[C:9]=2[C:10]=1[CH3:11])=[O:5])C.[Li+].[OH-], predict the reaction product. The product is: [CH2:17]([O:16][C:12]1[C:9]2[C:10]([CH3:11])=[C:6]([C:4]([OH:5])=[O:3])[O:7][C:8]=2[CH:15]=[CH:14][CH:13]=1)[CH3:18].